Dataset: Catalyst prediction with 721,799 reactions and 888 catalyst types from USPTO. Task: Predict which catalyst facilitates the given reaction. (1) Reactant: [N+:1]([C:4]1[CH:5]=[CH:6][C:7]([O:10][CH:11]2[CH2:16][CH2:15][CH:14]([C:17]([O:19][C:20]([CH3:23])([CH3:22])[CH3:21])=[O:18])[CH2:13][CH2:12]2)=[N:8][CH:9]=1)([O-])=O. Product: [NH2:1][C:4]1[CH:5]=[CH:6][C:7]([O:10][CH:11]2[CH2:12][CH2:13][CH:14]([C:17]([O:19][C:20]([CH3:23])([CH3:22])[CH3:21])=[O:18])[CH2:15][CH2:16]2)=[N:8][CH:9]=1. The catalyst class is: 153. (2) Reactant: [Br:1][C:2]1[CH:7]=[CH:6][C:5](I)=[CH:4][N:3]=1.C([Li])CCC.[CH3:14][C:15]([CH3:17])=[O:16]. Product: [Br:1][C:2]1[N:3]=[CH:4][C:5]([C:15]([OH:16])([CH3:17])[CH3:14])=[CH:6][CH:7]=1. The catalyst class is: 116. (3) Reactant: [CH2:1]([O:15][CH2:16][C@H:17]([O:20][CH2:21][CH2:22][CH2:23][CH2:24][CH2:25][CH2:26][CH2:27][CH2:28][CH2:29][CH2:30][CH2:31][CH2:32][CH2:33][CH3:34])[CH2:18]O)[CH2:2][CH2:3][CH2:4][CH2:5][CH2:6][CH2:7][CH2:8][CH2:9][CH2:10][CH2:11][CH2:12][CH2:13][CH3:14].C1(P(C2C=CC=CC=2)C2C=CC=CC=2)C=CC=CC=1.C(Br)(Br)(Br)[Br:55]. Product: [CH2:1]([O:15][CH2:16][C@H:17]([O:20][CH2:21][CH2:22][CH2:23][CH2:24][CH2:25][CH2:26][CH2:27][CH2:28][CH2:29][CH2:30][CH2:31][CH2:32][CH2:33][CH3:34])[CH2:18][Br:55])[CH2:2][CH2:3][CH2:4][CH2:5][CH2:6][CH2:7][CH2:8][CH2:9][CH2:10][CH2:11][CH2:12][CH2:13][CH3:14]. The catalyst class is: 46. (4) Reactant: [S:1](O)(=O)(=O)[CH3:2].[CH2:6]1[CH:15]2C([CH2:11][CH2:12][CH2:13][CH2:14]2)CC[NH:7]1. Product: [SH:1][C:2]1[CH:11]=[CH:12][CH:13]=[CH:14][C:15]=1[C:6]#[N:7]. The catalyst class is: 21. (5) Reactant: [CH2:1]([O:8][C:9]1[N:10]=[N:11][C:12]([C:15]#[C:16][Si](C)(C)C)=[CH:13][CH:14]=1)[C:2]1[CH:7]=[CH:6][CH:5]=[CH:4][CH:3]=1.[OH-].[Na+].C(O)(=O)CC(CC(O)=O)(C(O)=O)O. Product: [CH2:1]([O:8][C:9]1[N:10]=[N:11][C:12]([C:15]#[CH:16])=[CH:13][CH:14]=1)[C:2]1[CH:3]=[CH:4][CH:5]=[CH:6][CH:7]=1. The catalyst class is: 5.